Dataset: Full USPTO retrosynthesis dataset with 1.9M reactions from patents (1976-2016). Task: Predict the reactants needed to synthesize the given product. Given the product [F:7][C:8]1[CH:37]=[CH:36][C:11]([CH2:12][O:13][C:14]2[CH:19]=[CH:18][N:17]([C:20]3[CH:21]=[CH:22][C:23]4[N:27]=[C:26]([CH:28]5[CH2:31][C:30]([OH:32])([CH3:5])[CH2:29]5)[N:25]([CH3:33])[C:24]=4[CH:34]=3)[C:16](=[O:35])[CH:15]=2)=[CH:10][CH:9]=1, predict the reactants needed to synthesize it. The reactants are: [Cl-].[Ce+3].[Cl-].[Cl-].[CH3:5][Li].[F:7][C:8]1[CH:37]=[CH:36][C:11]([CH2:12][O:13][C:14]2[CH:19]=[CH:18][N:17]([C:20]3[CH:21]=[CH:22][C:23]4[N:27]=[C:26]([CH:28]5[CH2:31][C:30](=[O:32])[CH2:29]5)[N:25]([CH3:33])[C:24]=4[CH:34]=3)[C:16](=[O:35])[CH:15]=2)=[CH:10][CH:9]=1.